The task is: Predict the product of the given reaction.. This data is from Forward reaction prediction with 1.9M reactions from USPTO patents (1976-2016). (1) Given the reactants Cl.[NH2:2][C:3]([NH:5][C:6]1[S:7][C:8]([C:28]2[CH:33]=[CH:32][C:31]([O:34][CH3:35])=[CH:30][CH:29]=2)=[CH:9][C:10]=1[C:11]([NH:13][C@H:14]1[CH2:20][CH2:19][CH2:18][CH2:17][N:16](C(OC(C)(C)C)=O)[CH2:15]1)=[O:12])=[O:4], predict the reaction product. The product is: [NH2:2][C:3]([NH:5][C:6]1[S:7][C:8]([C:28]2[CH:29]=[CH:30][C:31]([O:34][CH3:35])=[CH:32][CH:33]=2)=[CH:9][C:10]=1[C:11]([NH:13][C@H:14]1[CH2:20][CH2:19][CH2:18][CH2:17][NH:16][CH2:15]1)=[O:12])=[O:4]. (2) Given the reactants [CH2:1]([NH:8][C:9](=O)[C:10]1[CH:15]=[CH:14][CH:13]=[CH:12][CH:11]=1)[C:2]1[CH:7]=[CH:6][CH:5]=[CH:4][CH:3]=1.C(Cl)Cl.P(Cl)(Cl)(Cl)(Cl)Cl.[N:26]([Si](C)(C)C)=[N+:27]=[N-:28], predict the reaction product. The product is: [CH2:1]([N:8]1[C:9]([C:10]2[CH:15]=[CH:14][CH:13]=[CH:12][CH:11]=2)=[N:28][N:27]=[N:26]1)[C:2]1[CH:7]=[CH:6][CH:5]=[CH:4][CH:3]=1.